From a dataset of Full USPTO retrosynthesis dataset with 1.9M reactions from patents (1976-2016). Predict the reactants needed to synthesize the given product. (1) Given the product [CH3:18][C:17]1[C:12]([O:8][CH2:7][C:2]2[CH:3]=[CH:4][CH:5]=[CH:6][N:1]=2)=[N:13][CH:14]=[C:15]([N+:19]([O-:21])=[O:20])[CH:16]=1, predict the reactants needed to synthesize it. The reactants are: [N:1]1[CH:6]=[CH:5][CH:4]=[CH:3][C:2]=1[CH2:7][OH:8].[H-].[Na+].Cl[C:12]1[C:17]([CH3:18])=[CH:16][C:15]([N+:19]([O-:21])=[O:20])=[CH:14][N:13]=1. (2) Given the product [OH:25][C:26]1[CH:27]=[CH:28][C:29]([C:41]2[C:42]([CH3:48])=[N:53][N:17]([CH:16]3[CH2:1][CH2:3][CH2:8][CH2:9][O:11]3)[C:44](=[O:47])[C:45]=2[CH3:46])=[CH:30][CH:31]=1.[Si:18]([O:25][C:26]1[CH:31]=[CH:30][C:29]([C:41]2[CH:42]([CH3:48])[O:43][C:44](=[O:47])[C:45]=2[CH3:46])=[CH:28][CH:27]=1)([C:21]([CH3:24])([CH3:23])[CH3:22])([CH3:20])[CH3:19], predict the reactants needed to synthesize it. The reactants are: [CH:1]1(B(O)O)[CH2:3]C1.F[C:8](F)(F)[C:9]([OH:11])=O.[Br-].[Cu][C:16]#[N:17].[Si:18]([O:25][C:26]1[CH:31]=[CH:30][C:29](B(O)O)=[CH:28][CH:27]=1)([C:21]([CH3:24])([CH3:23])[CH3:22])([CH3:20])[CH3:19].FC(F)(F)S(O[C:41]1[CH:42]([CH3:48])[O:43][C:44](=[O:47])[C:45]=1[CH3:46])(=O)=O.C(#[N:53])C. (3) Given the product [CH:4]1[CH:3]=[CH:16][C:15]2[C:14]3[CH:13]=[CH:12][CH:11]=[CH:10][C:9]=3[NH:8][CH2:7][C:6]=2[CH:5]=1.[CH3:1][O:2][C:3]1[CH:16]=[C:15]2[C:6]([CH:7]([CH3:17])[N:8]([S:56]([C:53]3[CH:54]=[CH:55][C:50]([O:49][CH3:48])=[C:51]([CH3:60])[CH:52]=3)(=[O:58])=[O:57])[C:9]3[CH:10]=[CH:11][CH:12]=[CH:13][C:14]=32)=[CH:5][CH:4]=1, predict the reactants needed to synthesize it. The reactants are: [CH3:1][O:2][C:3]1[CH:4]=[CH:5][C:6]2[C:15]([CH:16]=1)=[C:14]1[C:9]([CH:10]=[CH:11][CH:12]=[CH:13]1)=[N:8][C:7]=2[CH3:17].[BH4-].[Na+].FC(F)(F)C(O)=O.C1C=CC2C3C=CC=CC=3NCC=2C=1.C(N(CC)CC)C.[CH3:48][O:49][C:50]1[CH:55]=[CH:54][C:53]([S:56](Cl)(=[O:58])=[O:57])=[CH:52][C:51]=1[CH3:60]. (4) The reactants are: [CH:1]1([CH2:7][O:8][C:9]2[C:10]([C:21]([NH2:23])=[O:22])=[CH:11][C:12]3[C:18](=[O:19])[CH2:17][CH2:16][CH2:15][O:14][C:13]=3[CH:20]=2)[CH2:6][CH2:5][CH2:4][CH2:3][CH2:2]1.B(Cl)([C@@H]1[C@@H](C)[C@@H]2C(C)(C)[C@@H](C2)C1)[C@@H]1[C@@H](C)[C@@H]2C(C)(C)[C@@H](C2)C1.N(CCO)CCO. Given the product [CH:1]1([CH2:7][O:8][C:9]2[C:10]([C:21]([NH2:23])=[O:22])=[CH:11][C:12]3[C@H:18]([OH:19])[CH2:17][CH2:16][CH2:15][O:14][C:13]=3[CH:20]=2)[CH2:2][CH2:3][CH2:4][CH2:5][CH2:6]1, predict the reactants needed to synthesize it. (5) Given the product [F:29][C:26]([F:27])([F:28])[CH:14]1[CH2:15][NH:16][CH2:17][CH2:18][N:13]1[CH2:12][CH2:11][C:9]1[CH:8]=[CH:7][C:6]2[C:2](=[O:1])[O:3][CH2:4][C:5]=2[CH:10]=1, predict the reactants needed to synthesize it. The reactants are: [O:1]=[C:2]1[C:6]2[CH:7]=[CH:8][C:9]([CH2:11][CH2:12][N:13]3[CH2:18][CH2:17][N:16](C(OC(C)(C)C)=O)[CH2:15][CH:14]3[C:26]([F:29])([F:28])[F:27])=[CH:10][C:5]=2[CH2:4][O:3]1.Cl. (6) Given the product [ClH:22].[CH3:58][O:59][C:60]([C:62]1[CH:10]=[C:11]([C:12]2[CH:27]=[N:26][CH:25]=[CH:24][CH:13]=2)[N:15]([C:16]2[CH:21]=[CH:20][C:19]([Cl:22])=[C:18]([Cl:23])[CH:17]=2)[N:14]=1)=[O:61], predict the reactants needed to synthesize it. The reactants are: C1COCC1.CC1(C)[C@H:10]([C:11]2[N:15]([C:16]3[CH:21]=[CH:20][C:19]([Cl:22])=[C:18]([Cl:23])[CH:17]=3)[N:14]=[C:13]([C:24]3[CH:25]=[N:26][CH:27]=CC=3)[CH:12]=2)C[C@@H]1CC(N[C@@H](CC1C=CC=CC=1)C(N)=O)=O.CC(C[AlH]CC(C)C)C.[NH4+].[Cl-].C[CH2:58][O:59][C:60]([CH3:62])=[O:61]. (7) Given the product [CH3:14][O:15][C:16]1[CH:17]=[C:18]([CH2:24][C:25]([N:1]2[CH2:5][CH2:4][C:3]([C:6]3[CH:11]=[CH:10][C:9]([OH:12])=[CH:8][C:7]=3[F:13])=[N:2]2)=[O:26])[CH:19]=[CH:20][C:21]=1[O:22][CH3:23], predict the reactants needed to synthesize it. The reactants are: [NH:1]1[CH2:5][CH2:4][C:3]([C:6]2[CH:11]=[CH:10][C:9]([OH:12])=[CH:8][C:7]=2[F:13])=[N:2]1.[CH3:14][O:15][C:16]1[CH:17]=[C:18]([CH2:24][C:25](Cl)=[O:26])[CH:19]=[CH:20][C:21]=1[O:22][CH3:23]. (8) Given the product [F:12][C:9]([F:10])([F:11])[C:7]1[CH:6]=[C:5]([C@H:13]2[O:18][C:17](=[O:19])[N:16]([CH2:20][C:21]3[CH:26]=[C:25]([C:27]([F:30])([F:29])[F:28])[CH:24]=[CH:23][C:22]=3[C:31]3[CH:32]=[C:33]([C:39]4[CH:44]=[CH:43][C:42]([C:45]([OH:47])=[O:46])=[CH:41][C:40]=4[CH3:49])[CH:34]=[CH:35][C:36]=3[O:37][CH3:38])[C@@H:15]([CH3:50])[CH2:14]2)[CH:4]=[C:3]([C:2]([F:1])([F:52])[F:51])[CH:8]=1, predict the reactants needed to synthesize it. The reactants are: [F:1][C:2]([F:52])([F:51])[C:3]1[CH:4]=[C:5]([C@H:13]2[O:18][C:17](=[O:19])[N:16]([CH2:20][C:21]3[CH:26]=[C:25]([C:27]([F:30])([F:29])[F:28])[CH:24]=[CH:23][C:22]=3[C:31]3[CH:32]=[C:33]([C:39]4[CH:44]=[CH:43][C:42]([C:45]([O:47]C)=[O:46])=[CH:41][C:40]=4[CH3:49])[CH:34]=[CH:35][C:36]=3[O:37][CH3:38])[C@@H:15]([CH3:50])[CH2:14]2)[CH:6]=[C:7]([C:9]([F:12])([F:11])[F:10])[CH:8]=1.[OH-].[K+]. (9) Given the product [C:1]1([C@@H:7]([CH3:11])[C:8]([NH:12][C:13]2[CH:14]=[CH:15][C:16]3[O:20][C:19]([C:21]4[CH:22]=[CH:23][N:24]=[CH:25][CH:26]=4)=[N:18][C:17]=3[CH:27]=2)=[O:10])[CH:2]=[CH:3][CH:4]=[CH:5][CH:6]=1, predict the reactants needed to synthesize it. The reactants are: [C:1]1([C@@H:7]([CH3:11])[C:8]([OH:10])=O)[CH:6]=[CH:5][CH:4]=[CH:3][CH:2]=1.[NH2:12][C:13]1[CH:14]=[CH:15][C:16]2[O:20][C:19]([C:21]3[CH:26]=[CH:25][N:24]=[CH:23][CH:22]=3)=[N:18][C:17]=2[CH:27]=1. (10) Given the product [C:9]([O:13][C:14](=[O:15])[NH:1][CH2:2][C:3]1[CH:8]=[N:7][CH:6]=[CH:5][N:4]=1)([CH3:12])([CH3:11])[CH3:10], predict the reactants needed to synthesize it. The reactants are: [NH2:1][CH2:2][C:3]1[CH:8]=[N:7][CH:6]=[CH:5][N:4]=1.[C:9]([O:13][C:14](O[C:14]([O:13][C:9]([CH3:12])([CH3:11])[CH3:10])=[O:15])=[O:15])([CH3:12])([CH3:11])[CH3:10].